Dataset: Forward reaction prediction with 1.9M reactions from USPTO patents (1976-2016). Task: Predict the product of the given reaction. (1) Given the reactants [F:1][C:2]1[C:7]([C:8]2[CH:13]=[CH:12][CH:11]=[CH:10][C:9]=2[O:14][CH3:15])=[CH:6][C:5]([C:16]([OH:18])=O)=[CH:4][CH:3]=1.C(Cl)(=O)C(Cl)=O.[F:25][C:26]([F:46])([F:45])[C:27]1[CH:32]=[CH:31][C:30]([N:33]2[CH:37]=[N:36][C:35]([C:38]3[CH:44]=[CH:43][C:41]([NH2:42])=[CH:40][CH:39]=3)=[N:34]2)=[CH:29][CH:28]=1.C(N(C(C)C)CC)(C)C, predict the reaction product. The product is: [F:1][C:2]1[C:7]([C:8]2[CH:13]=[CH:12][CH:11]=[CH:10][C:9]=2[O:14][CH3:15])=[CH:6][C:5]([C:16]([NH:42][C:41]2[CH:43]=[CH:44][C:38]([C:35]3[N:36]=[CH:37][N:33]([C:30]4[CH:31]=[CH:32][C:27]([C:26]([F:46])([F:45])[F:25])=[CH:28][CH:29]=4)[N:34]=3)=[CH:39][CH:40]=2)=[O:18])=[CH:4][CH:3]=1. (2) Given the reactants O.[NH2:2][NH2:3].[Br:4][C:5]1[N:9]([CH2:10][C:11]#[C:12][CH3:13])[C:8]([C:14]([O:16]C)=O)=[C:7]([CH:18]=O)[N:6]=1.C(O)(=O)C, predict the reaction product. The product is: [Br:4][C:5]1[N:9]([CH2:10][C:11]#[C:12][CH3:13])[C:8]2[C:14](=[O:16])[NH:3][N:2]=[CH:18][C:7]=2[N:6]=1. (3) Given the reactants FC(F)(F)C(O)=O.[C:8]([NH:16][C:17]1[CH:29]=[C:28]([N:30]2[C:38]3[C:33](=[CH:34][CH:35]=[CH:36][CH:37]=3)[CH2:32][CH2:31]2)[CH:27]=[CH:26][C:18]=1[C:19]([O:21]C(C)(C)C)=[O:20])(=[O:15])[C:9]1[CH:14]=[CH:13][CH:12]=[CH:11][CH:10]=1, predict the reaction product. The product is: [C:8]([NH:16][C:17]1[CH:29]=[C:28]([N:30]2[C:38]3[C:33](=[CH:34][CH:35]=[CH:36][CH:37]=3)[CH2:32][CH2:31]2)[CH:27]=[CH:26][C:18]=1[C:19]([OH:21])=[O:20])(=[O:15])[C:9]1[CH:14]=[CH:13][CH:12]=[CH:11][CH:10]=1.